Dataset: Full USPTO retrosynthesis dataset with 1.9M reactions from patents (1976-2016). Task: Predict the reactants needed to synthesize the given product. Given the product [OH:22][C@@H:20]1[CH2:21][C@H:18]([CH2:17][NH:16][C:9](=[O:10])[O:11][C:12]([CH3:13])([CH3:14])[CH3:15])[CH2:19]1, predict the reactants needed to synthesize it. The reactants are: [CH3:13][C:12]([O:11][C:9](O[C:9]([O:11][C:12]([CH3:15])([CH3:14])[CH3:13])=[O:10])=[O:10])([CH3:15])[CH3:14].[NH2:16][CH2:17][C@@H:18]1[CH2:21][C@H:20]([OH:22])[CH2:19]1.CCN(CC)CC.